Regression/Classification. Given a drug SMILES string, predict its absorption, distribution, metabolism, or excretion properties. Task type varies by dataset: regression for continuous measurements (e.g., permeability, clearance, half-life) or binary classification for categorical outcomes (e.g., BBB penetration, CYP inhibition). Dataset: cyp2d6_substrate_carbonmangels. From a dataset of CYP2D6 substrate classification data from Carbon-Mangels et al.. (1) The molecule is Cc1ccc(NC(=O)c2ccc(CN3CCN(C)CC3)cc2)cc1Nc1nccc(-c2cccnc2)n1. The result is 0 (non-substrate). (2) The compound is CCCC(=O)O[C@H]1[C@H](C)O[C@@H](O[C@@H]2[C@@H](C)O[C@@H](O[C@@H]3[C@@H](OC)[C@H](O)CC(=O)O[C@H](C)CC=CC=C[C@H](O)[C@H](C)C[C@@H]3CC=O)[C@H](O)[C@H]2N(C)C)C[C@@]1(C)OC(=O)CC. The result is 0 (non-substrate).